Dataset: CYP2D6 inhibition data for predicting drug metabolism from PubChem BioAssay. Task: Regression/Classification. Given a drug SMILES string, predict its absorption, distribution, metabolism, or excretion properties. Task type varies by dataset: regression for continuous measurements (e.g., permeability, clearance, half-life) or binary classification for categorical outcomes (e.g., BBB penetration, CYP inhibition). Dataset: cyp2d6_veith. (1) The molecule is CC1(C)S[C@@H]2[C@H](NC(=O)[C@@H](N)c3ccccc3)C(=O)N2[C@H]1C(=O)O.O.O.O. The result is 0 (non-inhibitor). (2) The molecule is Cc1cccc(-n2nnc(C(=O)NCc3ccco3)c2N)c1. The result is 0 (non-inhibitor). (3) The drug is C(=Nc1cnc2ccccc2c1)c1ccc2ccccc2n1. The result is 0 (non-inhibitor). (4) The molecule is COc1cccc(Cn2c(=O)c(-c3ccc(Cl)cc3)nc3cnc(N(C)C)nc32)c1. The result is 0 (non-inhibitor).